From a dataset of Full USPTO retrosynthesis dataset with 1.9M reactions from patents (1976-2016). Predict the reactants needed to synthesize the given product. (1) Given the product [F:15][C:14]([F:17])([F:16])[C:13]([C:6]1[C:7]([CH3:12])=[N:8][C:9]2[C:4]([C:5]=1[C:19]1[CH:24]=[CH:23][CH:22]=[CH:21][CH:20]=1)=[CH:3][C:2]([N:25]1[CH2:29][CH2:28][CH:27]([OH:30])[CH2:26]1)=[CH:11][CH:10]=2)=[O:18], predict the reactants needed to synthesize it. The reactants are: Br[C:2]1[CH:3]=[C:4]2[C:9](=[CH:10][CH:11]=1)[N:8]=[C:7]([CH3:12])[C:6]([C:13](=[O:18])[C:14]([F:17])([F:16])[F:15])=[C:5]2[C:19]1[CH:24]=[CH:23][CH:22]=[CH:21][CH:20]=1.[NH:25]1[CH2:29][CH2:28][CH:27]([OH:30])[CH2:26]1. (2) Given the product [C:22]([O:26][C:27](=[O:32])[CH2:28][CH2:29][CH2:30][N:18]1[CH2:19][CH2:20][O:21][CH:16]([C:13]2[CH:12]=[CH:11][C:10]([O:9][CH2:1][CH2:2][CH2:3][CH2:4][CH2:5][CH2:6][CH2:7][CH3:8])=[CH:15][CH:14]=2)[CH2:17]1)([CH3:25])([CH3:24])[CH3:23], predict the reactants needed to synthesize it. The reactants are: [CH2:1]([O:9][C:10]1[CH:15]=[CH:14][C:13]([CH:16]2[O:21][CH2:20][CH2:19][NH:18][CH2:17]2)=[CH:12][CH:11]=1)[CH2:2][CH2:3][CH2:4][CH2:5][CH2:6][CH2:7][CH3:8].[C:22]([O:26][C:27](=[O:32])[CH2:28][CH2:29][CH2:30]Br)([CH3:25])([CH3:24])[CH3:23].[I-].[K+].C([O-])([O-])=O.[K+].[K+]. (3) Given the product [NH2:29][CH2:28][C:19]1[C:18]([CH2:17][N:15]2[C:14](=[O:30])[N:11]3[CH:12]=[CH:13][C:8]([C:5]4[CH:6]=[CH:7][C:2]([Cl:1])=[CH:3][CH:4]=4)=[C:9]([C:31]4[CH:32]=[CH:33][N:34]=[CH:35][CH:36]=4)[C:10]3=[N:16]2)=[CH:23][CH:22]=[C:21]([C:24]([F:25])([F:27])[F:26])[N:20]=1, predict the reactants needed to synthesize it. The reactants are: [Cl:1][C:2]1[CH:7]=[CH:6][C:5]([C:8]2[CH:13]=[CH:12][N:11]3[C:14](=[O:30])[N:15]([CH2:17][C:18]4[C:19]([C:28]#[N:29])=[N:20][C:21]([C:24]([F:27])([F:26])[F:25])=[CH:22][CH:23]=4)[N:16]=[C:10]3[C:9]=2[C:31]2[CH:36]=[CH:35][N:34]=[CH:33][CH:32]=2)=[CH:4][CH:3]=1. (4) Given the product [Br:1][C:2]1[CH:7]=[N:6][CH:5]=[C:4]([CH2:8][N:24]2[CH2:28][CH2:27][CH2:26][CH2:25]2)[CH:3]=1, predict the reactants needed to synthesize it. The reactants are: [Br:1][C:2]1[CH:3]=[C:4]([CH:8]=O)[CH:5]=[N:6][CH:7]=1.C(O[BH-](OC(=O)C)OC(=O)C)(=O)C.[Na+].[NH:24]1[CH2:28][CH2:27][CH2:26][CH2:25]1. (5) The reactants are: [Br:1][C:2]1[C:3]([F:12])=[C:4]2[C:8](=[C:9]([F:11])[CH:10]=1)[NH:7][N:6]=[CH:5]2.C1(C)C=CC(S(O)(=O)=O)=CC=1.[CH2:24]1[CH2:29][O:28][CH:27]=[CH:26][CH2:25]1. Given the product [Br:1][C:2]1[CH:10]=[C:9]([F:11])[C:8]2[C:4](=[CH:5][N:6]([CH:27]3[CH2:26][CH2:25][CH2:24][CH2:29][O:28]3)[N:7]=2)[C:3]=1[F:12], predict the reactants needed to synthesize it. (6) Given the product [N:19]1([CH2:22][CH2:23][CH2:33][NH:32][C:28]([CH:13]=[CH:12][C:11]([CH3:16])=[CH:10][CH2:9][C:4]2[CH:5]=[CH:6][C:7]([Cl:8])=[C:2]([Cl:1])[CH:3]=2)=[O:27])[CH2:20][CH2:21][CH2:42][CH2:18][CH2:17]1, predict the reactants needed to synthesize it. The reactants are: [Cl:1][C:2]1[CH:3]=[C:4]([CH:9]=[CH:10][C:11]([CH3:16])=[CH:12][C:13](O)=O)[CH:5]=[CH:6][C:7]=1[Cl:8].[CH2:17]([N:19]([CH2:22][CH3:23])[CH2:20][CH3:21])[CH3:18].ClC([O:27][CH2:28]C(C)C)=O.[N:32]1(NCCC)CCCC[CH2:33]1.[CH2:42](Cl)Cl. (7) The reactants are: C[Si:2]([C:5]#N)([CH3:4])[CH3:3].[CH3:7][O:8][CH2:9][O:10][CH:11]1[CH2:15][CH2:14][CH2:13][C:12]1(NC)[C:16]#[N:17].C[N+]1([O-])CC[O:24]CC1. Given the product [CH3:7][O:8][CH2:9][O:10][CH:11]1[CH2:15][CH2:14][CH2:13][C:12]1([O:24][Si:2]([CH3:3])([CH3:4])[CH3:5])[C:16]#[N:17], predict the reactants needed to synthesize it. (8) Given the product [C:4]([O:3][C:1](=[O:2])[NH:8][CH2:9][CH2:10][N:12]=[N+:13]=[N-:14])([CH3:7])([CH3:6])[CH3:5], predict the reactants needed to synthesize it. The reactants are: [C:1]([NH:8][CH2:9][CH2:10]Br)([O:3][C:4]([CH3:7])([CH3:6])[CH3:5])=[O:2].[N-:12]=[N+:13]=[N-:14].[Na+]. (9) Given the product [OH:35][C:31]1[CH:30]=[C:29]([CH2:28][CH2:27][CH2:26][NH:25][C:21]2[N:20]=[C:19]([CH3:36])[C:18]([C:16]([NH:15][C@@H:4]([CH2:5][NH:6][C:7]([C:9]3[S:10][CH:11]=[CH:12][C:13]=3[CH3:14])=[O:8])[C:3]([OH:37])=[O:2])=[O:17])=[C:23]([CH3:24])[N:22]=2)[CH:34]=[CH:33][CH:32]=1, predict the reactants needed to synthesize it. The reactants are: C[O:2][C:3](=[O:37])[C@@H:4]([NH:15][C:16]([C:18]1[C:19]([CH3:36])=[N:20][C:21]([NH:25][CH2:26][CH2:27][CH2:28][C:29]2[CH:34]=[CH:33][CH:32]=[C:31]([OH:35])[CH:30]=2)=[N:22][C:23]=1[CH3:24])=[O:17])[CH2:5][NH:6][C:7]([C:9]1[S:10][CH:11]=[CH:12][C:13]=1[CH3:14])=[O:8].O.[OH-].[Li+].S([O-])(O)(=O)=O.[K+].